Dataset: HIV replication inhibition screening data with 41,000+ compounds from the AIDS Antiviral Screen. Task: Binary Classification. Given a drug SMILES string, predict its activity (active/inactive) in a high-throughput screening assay against a specified biological target. (1) The drug is Nc1cc(C(=O)O)ccc1SSc1ccc(C(=O)O)cc1N. The result is 1 (active). (2) The compound is CN(N=Cc1ccc2ccccc2c1)C1=NCCN1.I. The result is 0 (inactive).